From a dataset of Forward reaction prediction with 1.9M reactions from USPTO patents (1976-2016). Predict the product of the given reaction. (1) Given the reactants [CH3:1][O:2][CH2:3][CH2:4][CH2:5][CH2:6][CH2:7][CH2:8][CH2:9][O:10][CH:11]1[CH2:20][CH2:19][C:14]2(OCC[O:15]2)[CH2:13][CH2:12]1.Cl, predict the reaction product. The product is: [CH3:1][O:2][CH2:3][CH2:4][CH2:5][CH2:6][CH2:7][CH2:8][CH2:9][O:10][CH:11]1[CH2:20][CH2:19][C:14](=[O:15])[CH2:13][CH2:12]1. (2) Given the reactants [C:1]([C:4]1[NH:8][C:7]2[C:9]([Cl:13])=[C:10]([Cl:12])[S:11][C:6]=2[CH:5]=1)([OH:3])=O.[CH2:14]([NH2:21])[C:15]1[CH:20]=[CH:19][CH:18]=[CH:17][CH:16]=1.CCN(C(C)C)C(C)C.CCN=C=NCCCN(C)C, predict the reaction product. The product is: [CH2:14]([NH:21][C:1]([C:4]1[NH:8][C:7]2[C:9]([Cl:13])=[C:10]([Cl:12])[S:11][C:6]=2[CH:5]=1)=[O:3])[C:15]1[CH:20]=[CH:19][CH:18]=[CH:17][CH:16]=1. (3) Given the reactants [F:1][C:2]([F:8])([F:7])[CH2:3][CH2:4][CH2:5][NH2:6].[C:9]1(=O)[CH2:14][CH2:13][CH2:12][CH2:11][CH2:10]1.[BH4-].[Na+], predict the reaction product. The product is: [F:1][C:2]([F:8])([F:7])[CH2:3][CH2:4][CH2:5][NH:6][CH:9]1[CH2:14][CH2:13][CH2:12][CH2:11][CH2:10]1. (4) Given the reactants Cl[C:2]1[CH:7]=[CH:6][C:5]([N+:8]([O-:10])=[O:9])=[C:4]([CH:11]([O:14][CH3:15])[O:12][CH3:13])[CH:3]=1.[C:16]1([OH:22])[CH:21]=[CH:20][CH:19]=[CH:18][CH:17]=1.C(=O)([O-])[O-].[K+].[K+].C(OC(C)C)(C)C, predict the reaction product. The product is: [CH3:13][O:12][CH:11]([O:14][CH3:15])[C:4]1[CH:3]=[C:2]([O:22][C:16]2[CH:21]=[CH:20][CH:19]=[CH:18][CH:17]=2)[CH:7]=[CH:6][C:5]=1[N+:8]([O-:10])=[O:9]. (5) Given the reactants [CH2:1]([NH:3][C:4]([CH:6]1[NH:19][CH:18]=[C:17]([C:20]([O:22][CH2:23][CH3:24])=[O:21])[C:9]2[NH:10][C:11]3[CH:12]=[CH:13][CH:14]=[CH:15][C:16]=3[C:8]=2[CH2:7]1)=[O:5])[CH3:2].[F:25][C:26]1[CH:34]=[CH:33][C:29]([C:30](Cl)=[O:31])=[CH:28][CH:27]=1, predict the reaction product. The product is: [CH2:1]([NH:3][C:4]([CH:6]1[N:19]([C:30](=[O:31])[C:29]2[CH:33]=[CH:34][C:26]([F:25])=[CH:27][CH:28]=2)[CH:18]=[C:17]([C:20]([O:22][CH2:23][CH3:24])=[O:21])[C:9]2[NH:10][C:11]3[CH:12]=[CH:13][CH:14]=[CH:15][C:16]=3[C:8]=2[CH2:7]1)=[O:5])[CH3:2].